From a dataset of Catalyst prediction with 721,799 reactions and 888 catalyst types from USPTO. Predict which catalyst facilitates the given reaction. (1) Reactant: CN(C=O)C.[CH2:6]([O:13][C:14]1[CH:19]=[C:18]([O:20][CH2:21][C:22]2[CH:27]=[CH:26][CH:25]=[CH:24][CH:23]=2)[C:17]([N:28]=[N+:29]=[N-:30])=[CH:16][C:15]=1[CH:31]([CH3:33])[CH3:32])[C:7]1[CH:12]=[CH:11][CH:10]=[CH:9][CH:8]=1.[CH3:34][O:35][C:36](=[O:54])[C:37]#[C:38][C:39]1[CH:44]=[CH:43][C:42]([C:45]([CH3:53])([CH3:52])[O:46][SiH2:47][C:48]([CH3:51])([CH3:50])[CH3:49])=[CH:41][CH:40]=1.CCOC(C)=O. Product: [CH3:34][O:35][C:36]([C:37]1[N:30]=[N:29][N:28]([C:17]2[CH:16]=[C:15]([CH:31]([CH3:33])[CH3:32])[C:14]([O:13][CH2:6][C:7]3[CH:8]=[CH:9][CH:10]=[CH:11][CH:12]=3)=[CH:19][C:18]=2[O:20][CH2:21][C:22]2[CH:23]=[CH:24][CH:25]=[CH:26][CH:27]=2)[C:38]=1[C:39]1[CH:40]=[CH:41][C:42]([C:45]([CH3:53])([CH3:52])[O:46][SiH2:47][C:48]([CH3:51])([CH3:50])[CH3:49])=[CH:43][CH:44]=1)=[O:54]. The catalyst class is: 6. (2) Reactant: [NH2:1][C:2]1[CH:7]=[CH:6][C:5]([S:8]([N:11]2[CH2:15][CH2:14][C@@H:13]([NH:16][C:17]3[N:22]=[C:21]([C:23]4[C:31]5[C:26](=[CH:27][CH:28]=[CH:29][CH:30]=5)[N:25](S(C5C=CC=CC=5)(=O)=O)[CH:24]=4)[C:20]([Cl:41])=[CH:19][N:18]=3)[CH2:12]2)(=[O:10])=[O:9])=[CH:4][CH:3]=1.[OH-].[Na+].Cl. Product: [NH2:1][C:2]1[CH:7]=[CH:6][C:5]([S:8]([N:11]2[CH2:15][CH2:14][C@@H:13]([NH:16][C:17]3[N:22]=[C:21]([C:23]4[C:31]5[C:26](=[CH:27][CH:28]=[CH:29][CH:30]=5)[NH:25][CH:24]=4)[C:20]([Cl:41])=[CH:19][N:18]=3)[CH2:12]2)(=[O:9])=[O:10])=[CH:4][CH:3]=1. The catalyst class is: 12. (3) Reactant: [C:1]([C:3]1[CH:4]=[CH:5][C:6]2[O:10][C:9]([CH:11]([NH:18][C:19]3[CH:27]=[CH:26][C:22](C(O)=O)=[CH:21][CH:20]=3)[CH:12]3[CH2:17][CH2:16][CH2:15][CH2:14][CH2:13]3)=[C:8]([CH3:28])[C:7]=2[CH:29]=1)#[N:2].CNC[CH2:33][C:34]([O:36][CH2:37][CH3:38])=[O:35].O.ON1C2C=CC=CC=2N=N1.Cl.C(N=C=NCCCN(C)C)C.Cl.[CH3:63][N:64]([CH3:67])[CH:65]=[O:66]. Product: [C:1]([C:3]1[CH:4]=[CH:5][C:6]2[O:10][C:9]([CH:11]([NH:18][C:19]3[CH:27]=[CH:26][C:22]([C:65]([N:64]([CH3:67])[CH2:63][CH2:33][C:34]([O:36][CH2:37][CH3:38])=[O:35])=[O:66])=[CH:21][CH:20]=3)[CH:12]3[CH2:17][CH2:16][CH2:15][CH2:14][CH2:13]3)=[C:8]([CH3:28])[C:7]=2[CH:29]=1)#[N:2]. The catalyst class is: 66. (4) Reactant: [CH3:1][C:2]1([CH3:25])[CH2:11][CH2:10][C:9]2[C:8]([N:12]3[CH2:16]C[CH2:14][CH2:13]3)=[N:7][C:6]3[S:17]C4C(=O)NC=[N:20][C:19]=4[C:5]=3[C:4]=2[CH2:3]1.C(NC)C. Product: [CH2:13]([N:12]([CH3:16])[C:8]1[C:9]2[CH2:10][CH2:11][C:2]([CH3:1])([CH3:25])[CH2:3][C:4]=2[C:5]([C:19]#[N:20])=[C:6]([SH:17])[N:7]=1)[CH3:14]. The catalyst class is: 8. (5) Reactant: [B-](F)(F)(F)F.[N:6]#[O+].[CH:8]([C:11]1[CH:16]=[CH:15][C:14]([CH:17]2[C:21]3([CH2:26][CH2:25][N:24]([CH3:27])[CH2:23][CH2:22]3)[O:20][C:19]3[C:28]([CH3:34])=[C:29]([CH3:33])[CH:30]=[C:31]([CH3:32])[C:18]2=3)=[CH:13][CH:12]=1)([CH3:10])[CH3:9].[OH-].[Na+]. Product: [CH:8]([C:11]1[CH:16]=[CH:15][C:14]([CH:17]2[C:21]3([CH2:22][CH2:23][N:24]([CH3:27])[CH2:25][CH2:26]3)[O:20][C:19]3[C:28]([CH3:34])=[C:29]([CH3:33])[C:30]([NH2:6])=[C:31]([CH3:32])[C:18]2=3)=[CH:13][CH:12]=1)([CH3:10])[CH3:9]. The catalyst class is: 10. (6) Reactant: C(Cl)(=O)C(Cl)=O.CS(C)=O.[OH:11][CH2:12][C@H:13]1[N:18]([C:19]([O:21][C:22]([CH3:25])([CH3:24])[CH3:23])=[O:20])[CH2:17][C@@H:16]([CH2:26][CH2:27][C:28]2[CH:33]=[CH:32][CH:31]=[CH:30][C:29]=2[NH:34][C:35](=[O:55])[C@H:36]([CH:42]([C:49]2[CH:54]=[CH:53][CH:52]=[CH:51][CH:50]=2)[C:43]2[CH:48]=[CH:47][CH:46]=[CH:45][CH:44]=2)[NH:37][C:38]([O:40][CH3:41])=[O:39])[O:15][CH2:14]1.C(N(CC)CC)C.C(=O)([O-])O.[Na+]. Product: [CH:12]([C@H:13]1[N:18]([C:19]([O:21][C:22]([CH3:25])([CH3:23])[CH3:24])=[O:20])[CH2:17][C@@H:16]([CH2:26][CH2:27][C:28]2[CH:33]=[CH:32][CH:31]=[CH:30][C:29]=2[NH:34][C:35](=[O:55])[C@H:36]([CH:42]([C:49]2[CH:50]=[CH:51][CH:52]=[CH:53][CH:54]=2)[C:43]2[CH:44]=[CH:45][CH:46]=[CH:47][CH:48]=2)[NH:37][C:38]([O:40][CH3:41])=[O:39])[O:15][CH2:14]1)=[O:11]. The catalyst class is: 34. (7) Reactant: [Cl:1][C:2]1[CH:3]=[CH:4][C:5]([O:15][CH2:16][C:17]2[C:22]([F:23])=[CH:21][CH:20]=[CH:19][C:18]=2[F:24])=[C:6]([C:8](=O)[CH2:9][CH2:10][C:11](=O)[CH3:12])[CH:7]=1.[CH3:25][O:26][C:27](=[O:36])[C:28]1[CH:33]=[C:32]([OH:34])[CH:31]=[C:30]([NH2:35])[CH:29]=1.CC1C=CC(S(O)(=O)=O)=CC=1. Product: [CH3:25][O:26][C:27](=[O:36])[C:28]1[CH:33]=[C:32]([OH:34])[CH:31]=[C:30]([N:35]2[C:11]([CH3:12])=[CH:10][CH:9]=[C:8]2[C:6]2[CH:7]=[C:2]([Cl:1])[CH:3]=[CH:4][C:5]=2[O:15][CH2:16][C:17]2[C:22]([F:23])=[CH:21][CH:20]=[CH:19][C:18]=2[F:24])[CH:29]=1. The catalyst class is: 291.